Dataset: Catalyst prediction with 721,799 reactions and 888 catalyst types from USPTO. Task: Predict which catalyst facilitates the given reaction. (1) Reactant: [CH3:1][C:2]1[CH:7]=[CH:6][CH:5]=[C:4]([CH3:8])[C:3]=1[N:9]1[CH:13]=[C:12]([C:14]2[CH:15]=[C:16]([OH:20])[CH:17]=[CH:18][CH:19]=2)[N:11]=[CH:10]1.I[C:22]1[CH:23]=[C:24]([CH:32]=[CH:33][CH:34]=1)[O:25][C:26]1[CH:31]=[CH:30][CH:29]=[CH:28][N:27]=1.N1C=CC=CC=1C(O)=O.P([O-])([O-])([O-])=O.[K+].[K+].[K+]. Product: [CH3:8][C:4]1[CH:5]=[CH:6][CH:7]=[C:2]([CH3:1])[C:3]=1[N:9]1[CH:13]=[C:12]([C:14]2[CH:15]=[C:16]([CH:17]=[CH:18][CH:19]=2)[O:20][C:22]2[CH:23]=[C:24]([CH:32]=[CH:33][CH:34]=2)[O:25][C:26]2[CH:31]=[CH:30][CH:29]=[CH:28][N:27]=2)[N:11]=[CH:10]1. The catalyst class is: 156. (2) The catalyst class is: 521. Product: [C:1]([C:5]1[CH:6]=[C:7]([NH:17][C:18]([NH:20][C:21]2[C:30]3[C:25](=[CH:26][CH:27]=[CH:28][CH:29]=3)[C:24]([O:31][CH2:32][C:33]3[CH:38]=[CH:37][N:36]=[CH:35][CH:34]=3)=[CH:23][CH:22]=2)=[O:19])[N:8]([CH:10]2[CH2:11][CH2:12][CH2:13][CH2:14][CH2:15]2)[N:9]=1)([CH3:4])([CH3:2])[CH3:3]. Reactant: [C:1]([C:5]1[CH:6]=[C:7]([NH:17][C:18]([NH:20][C:21]2[C:30]3[C:25](=[CH:26][CH:27]=[CH:28][CH:29]=3)[C:24]([O:31][CH2:32][C:33]3[CH:38]=[CH:37][N:36]=[CH:35][CH:34]=3)=[CH:23][CH:22]=2)=[O:19])[N:8]([C:10]2[CH:15]=[CH:14][C:13](C)=[CH:12][CH:11]=2)[N:9]=1)([CH3:4])([CH3:3])[CH3:2].C1(NN)CCCCC1. (3) Reactant: [C:1]([O:5][C@@H:6]([C:11]1[C:32]([CH3:33])=[CH:31][C:14]2[N:15]=[C:16]([C:18]3[CH:23]=[CH:22][N:21]=[C:20]([N:24]4[CH2:29][CH2:28][NH:27][C@H:26]([CH3:30])[CH2:25]4)[N:19]=3)[S:17][C:13]=2[C:12]=1[C:34]1[CH:39]=[CH:38][C:37]([Cl:40])=[CH:36][CH:35]=1)[C:7]([O:9][CH3:10])=[O:8])([CH3:4])([CH3:3])[CH3:2].[C:41](O[BH-](OC(=O)C)OC(=O)C)(=O)C.[Na+].C(O)(=O)C.C=O. Product: [C:1]([O:5][C@@H:6]([C:11]1[C:32]([CH3:33])=[CH:31][C:14]2[N:15]=[C:16]([C:18]3[CH:23]=[CH:22][N:21]=[C:20]([N:24]4[CH2:29][CH2:28][N:27]([CH3:41])[C@H:26]([CH3:30])[CH2:25]4)[N:19]=3)[S:17][C:13]=2[C:12]=1[C:34]1[CH:35]=[CH:36][C:37]([Cl:40])=[CH:38][CH:39]=1)[C:7]([O:9][CH3:10])=[O:8])([CH3:2])([CH3:3])[CH3:4]. The catalyst class is: 3. (4) Reactant: CN(C)[CH:3]=[C:4]([N+:7]([O-:9])=O)[CH2:5][CH3:6].N1(C2CCCCCCCCCC2)CCCN=CCCCCC1.[N+:33]([CH2:35][C:36]([O:38][CH2:39][CH3:40])=[O:37])#[C-]. The catalyst class is: 7. Product: [CH2:5]([C:4]1[N:7]([OH:9])[N:33]=[C:35]([C:36]([O:38][CH2:39][CH3:40])=[O:37])[CH:3]=1)[CH3:6].